From a dataset of Forward reaction prediction with 1.9M reactions from USPTO patents (1976-2016). Predict the product of the given reaction. Given the reactants [CH3:1][N:2]1[CH2:7][CH2:6][NH:5][CH2:4][CH2:3]1.C(N(C(C)C)CC)(C)C.[Cl:17][C:18](Cl)([O:20]C(=O)OC(Cl)(Cl)Cl)Cl, predict the reaction product. The product is: [CH3:1][N:2]1[CH2:7][CH2:6][N:5]([C:18]([Cl:17])=[O:20])[CH2:4][CH2:3]1.